Task: Regression/Classification. Given a drug SMILES string, predict its absorption, distribution, metabolism, or excretion properties. Task type varies by dataset: regression for continuous measurements (e.g., permeability, clearance, half-life) or binary classification for categorical outcomes (e.g., BBB penetration, CYP inhibition). Dataset: cyp2d6_veith.. Dataset: CYP2D6 inhibition data for predicting drug metabolism from PubChem BioAssay (1) The molecule is C[C@@H](C(=O)Nc1ccc2ccccc2c1)[C@H]1C[C@]1(C)[C@H](NS(=O)(=O)c1ccc(-c2ccccc2)cc1)c1ccccc1. The result is 1 (inhibitor). (2) The drug is O=C(O)/C(Cc1ccnc2ccccc12)=N\O. The result is 0 (non-inhibitor). (3) The molecule is CC(C)(C)c1cc(/C=N/n2cnnc2)cc(C(C)(C)C)c1O. The result is 0 (non-inhibitor). (4) The drug is O=C(O)[C@H](Cc1cc(I)c(O)c(I)c1)C1CCCCC1. The result is 0 (non-inhibitor). (5) The drug is COc1cccc(Nc2ncc3nc(-c4ccc(F)cc4)c(=O)n(C[C@H]4CCCO4)c3n2)c1. The result is 0 (non-inhibitor). (6) The compound is Cc1cc(SC(C)C(=O)Nc2c(C)n(C)n(-c3ccccc3)c2=O)nc2ccccc12. The result is 0 (non-inhibitor). (7) The drug is CCOC(=O)c1cc(-c2ccc(OC)cc2F)nc2c1c(C)nn2CCC#N. The result is 0 (non-inhibitor). (8) The molecule is c1cc(CCN2CCCCC2)ccn1. The result is 0 (non-inhibitor). (9) The molecule is Cc1ccccc1NC(=O)c1cccc(Cn2cc(Br)c([N+](=O)[O-])n2)c1. The result is 0 (non-inhibitor). (10) The molecule is COc1ccc(C(=O)N2CCC3(CCCN(Cc4nccs4)C3)CC2)cc1. The result is 1 (inhibitor).